Dataset: NCI-60 drug combinations with 297,098 pairs across 59 cell lines. Task: Regression. Given two drug SMILES strings and cell line genomic features, predict the synergy score measuring deviation from expected non-interaction effect. (1) Drug 1: C1=NNC2=C1C(=O)NC=N2. Drug 2: B(C(CC(C)C)NC(=O)C(CC1=CC=CC=C1)NC(=O)C2=NC=CN=C2)(O)O. Cell line: RPMI-8226. Synergy scores: CSS=18.0, Synergy_ZIP=3.77, Synergy_Bliss=0.928, Synergy_Loewe=-43.7, Synergy_HSA=-8.59. (2) Drug 1: CN(C)C1=NC(=NC(=N1)N(C)C)N(C)C. Drug 2: C#CCC(CC1=CN=C2C(=N1)C(=NC(=N2)N)N)C3=CC=C(C=C3)C(=O)NC(CCC(=O)O)C(=O)O. Cell line: OVCAR3. Synergy scores: CSS=-3.50, Synergy_ZIP=1.03, Synergy_Bliss=-1.50, Synergy_Loewe=-4.85, Synergy_HSA=-4.17. (3) Drug 1: C1=NC2=C(N=C(N=C2N1C3C(C(C(O3)CO)O)O)F)N. Drug 2: CC1=C(C(=CC=C1)Cl)NC(=O)C2=CN=C(S2)NC3=CC(=NC(=N3)C)N4CCN(CC4)CCO. Cell line: BT-549. Synergy scores: CSS=0.872, Synergy_ZIP=0.515, Synergy_Bliss=2.42, Synergy_Loewe=-2.36, Synergy_HSA=-2.12. (4) Drug 1: CN(C)N=NC1=C(NC=N1)C(=O)N. Drug 2: CN(C(=O)NC(C=O)C(C(C(CO)O)O)O)N=O. Cell line: HS 578T. Synergy scores: CSS=-2.67, Synergy_ZIP=3.92, Synergy_Bliss=-3.23, Synergy_Loewe=-4.95, Synergy_HSA=-4.09.